This data is from Full USPTO retrosynthesis dataset with 1.9M reactions from patents (1976-2016). The task is: Predict the reactants needed to synthesize the given product. (1) Given the product [F:24][C:19]1[CH:18]=[C:17]([N:4]2[C:3](=[O:15])[C:2]([CH3:1])=[C:7]([NH:8][C:9]3[CH:10]=[CH:11][CH:12]=[CH:13][CH:14]=3)[N:6]=[CH:5]2)[CH:22]=[CH:21][C:20]=1[OH:23], predict the reactants needed to synthesize it. The reactants are: [CH3:1][C:2]1[C:3](=[O:15])[NH:4][CH:5]=[N:6][C:7]=1[NH:8][C:9]1[CH:14]=[CH:13][CH:12]=[CH:11][CH:10]=1.Br[C:17]1[CH:22]=[CH:21][C:20]([OH:23])=[C:19]([F:24])[CH:18]=1.CNCCNC.[O-]P([O-])([O-])=O.[K+].[K+].[K+]. (2) Given the product [CH3:1][O:2][C:3]1[C:12]2[C:7](=[CH:8][CH:9]=[CH:10][CH:11]=2)[C:6]([C:13]([NH:18][C:17]2[C:16]([C:15]([NH:31][CH2:30][CH:27]3[CH2:28][CH2:29][O:24][CH2:25][CH2:26]3)=[O:23])=[N:22][CH:21]=[CH:20][CH:19]=2)=[O:14])=[CH:5][CH:4]=1, predict the reactants needed to synthesize it. The reactants are: [CH3:1][O:2][C:3]1[C:12]2[C:7](=[CH:8][CH:9]=[CH:10][CH:11]=2)[C:6]([C:13]2[O:14][C:15](=[O:23])[C:16]3[N:22]=[CH:21][CH:20]=[CH:19][C:17]=3[N:18]=2)=[CH:5][CH:4]=1.[O:24]1[CH2:29][CH2:28][CH:27]([CH2:30][NH2:31])[CH2:26][CH2:25]1.